Dataset: Forward reaction prediction with 1.9M reactions from USPTO patents (1976-2016). Task: Predict the product of the given reaction. (1) Given the reactants [NH2:1][C:2](=[N:27][OH:28])[CH2:3][CH2:4][CH2:5][C:6]([NH:8][CH2:9][C:10]1([C:16]2[S:17][CH:18]=[C:19]([C:21]3[CH:26]=[CH:25][CH:24]=[CH:23][CH:22]=3)[N:20]=2)[CH2:15][CH2:14][O:13][CH2:12][CH2:11]1)=[O:7].[F:29][C:30]([F:41])([F:40])[C:31](O[C:31](=O)[C:30]([F:41])([F:40])[F:29])=O, predict the reaction product. The product is: [C:21]1([C:19]2[N:20]=[C:16]([C:10]3([CH2:9][NH:8][C:6](=[O:7])[CH2:5][CH2:4][CH2:3][C:2]4[N:1]=[C:31]([C:30]([F:41])([F:40])[F:29])[O:28][N:27]=4)[CH2:15][CH2:14][O:13][CH2:12][CH2:11]3)[S:17][CH:18]=2)[CH:26]=[CH:25][CH:24]=[CH:23][CH:22]=1. (2) Given the reactants [Cl:1][C:2]1[CH:10]=[CH:9][C:8]([C:11]([F:14])([F:13])[F:12])=[CH:7][C:3]=1[C:4]([OH:6])=O.CN(C(ON1N=NC2C=CC=NC1=2)=[N+](C)C)C.F[P-](F)(F)(F)(F)F.CCN(C(C)C)C(C)C.[I-].[CH2:49]([N+:53]1[N:57]=[C:56]([CH3:58])[S:55][C:54]=1[CH3:59])[CH2:50][CH2:51][CH3:52], predict the reaction product. The product is: [CH2:49]([N:53]1[N:57]=[C:56]([CH3:58])[S:55]/[C:54]/1=[CH:59]\[C:4]([C:3]1[CH:7]=[C:8]([C:11]([F:14])([F:13])[F:12])[CH:9]=[CH:10][C:2]=1[Cl:1])=[O:6])[CH2:50][CH2:51][CH3:52].